Dataset: Forward reaction prediction with 1.9M reactions from USPTO patents (1976-2016). Task: Predict the product of the given reaction. (1) Given the reactants C(=O)([O-])[O-].[K+].[K+].C([O:10][CH2:11][C@@H:12]([N:14]1[C:23]2[C:18](=[CH:19][C:20]([F:32])=[C:21]([N:25]3[CH2:30][CH2:29][N:28]([CH3:31])[CH2:27][CH2:26]3)[C:22]=2[F:24])[C:17](=[O:33])[C:16]([C:34]([O:36][CH2:37][CH3:38])=[O:35])=[CH:15]1)[CH3:13])(=O)C.C(O)(=O)C, predict the reaction product. The product is: [F:32][C:20]1[CH:19]=[C:18]2[C:23](=[C:22]([F:24])[C:21]=1[N:25]1[CH2:26][CH2:27][N:28]([CH3:31])[CH2:29][CH2:30]1)[N:14]([C@@H:12]([CH3:13])[CH2:11][OH:10])[CH:15]=[C:16]([C:34]([O:36][CH2:37][CH3:38])=[O:35])[C:17]2=[O:33]. (2) The product is: [C:1]([C:5]1[CH:6]=[C:7]2[C:12](=[C:13]([F:15])[CH:14]=1)[C:11](=[O:16])[N:10]([C:17]1[N:24]=[CH:23][CH:22]=[C:21]([C:31]3[CH:30]=[C:29]([NH:42][C:43]4[CH:47]=[CH:46][N:45]([CH3:48])[N:44]=4)[C:28](=[O:49])[N:27]([CH3:26])[CH:32]=3)[C:18]=1[CH:19]=[O:20])[N:9]=[CH:8]2)([CH3:4])([CH3:3])[CH3:2]. Given the reactants [C:1]([C:5]1[CH:6]=[C:7]2[C:12](=[C:13]([F:15])[CH:14]=1)[C:11](=[O:16])[N:10]([C:17]1[N:24]=[CH:23][CH:22]=[C:21](Cl)[C:18]=1[CH:19]=[O:20])[N:9]=[CH:8]2)([CH3:4])([CH3:3])[CH3:2].[CH3:26][N:27]1[CH:32]=[C:31](B2OC(C)(C)C(C)(C)O2)[CH:30]=[C:29]([NH:42][C:43]2[CH:47]=[CH:46][N:45]([CH3:48])[N:44]=2)[C:28]1=[O:49].[O-]P([O-])([O-])=O.[K+].[K+].[K+].C([O-])(=O)C.[Na+], predict the reaction product. (3) Given the reactants [N:1]1[CH:6]=[CH:5][CH:4]=[C:3]([C:7]2[CH:8]=[C:9]([CH:13]=[CH:14][CH:15]=2)[C:10](O)=[O:11])[CH:2]=1.C(O)(=O)C1C=CC=CC=1, predict the reaction product. The product is: [N:1]1[CH:6]=[CH:5][CH:4]=[C:3]([C:7]2[CH:8]=[C:9]([CH:13]=[CH:14][CH:15]=2)[CH2:10][OH:11])[CH:2]=1. (4) Given the reactants [Br:1]Br.[CH2:3]([C@@:7]12[C@H:19]([CH2:20][CH2:21][CH3:22])[C:18](=[O:23])[CH:17]=[C:8]1[C:9]1[CH:10]=[CH:11][C:12]([OH:16])=[CH:13][C:14]=1[CH2:15]2)[CH2:4][CH2:5][CH3:6].C([O-])(O)=O.[Na+], predict the reaction product. The product is: [Br:1][C:17]1[C:18](=[O:23])[C@@H:19]([CH2:20][CH2:21][CH3:22])[C@@:7]2([CH2:3][CH2:4][CH2:5][CH3:6])[CH2:15][C:14]3[CH:13]=[C:12]([OH:16])[CH:11]=[CH:10][C:9]=3[C:8]=12. (5) Given the reactants [CH2:1]([N:8]([CH2:20][C:21]1[CH:26]=[CH:25][CH:24]=[CH:23][C:22]=1[Br:27])[C:9]([CH2:11][NH:12]C(=O)OC(C)(C)C)=[O:10])[C:2]1[CH:7]=[CH:6][CH:5]=[CH:4][CH:3]=1.Cl.C(O)C.Cl, predict the reaction product. The product is: [NH2:12][CH2:11][C:9]([N:8]([CH2:1][C:2]1[CH:7]=[CH:6][CH:5]=[CH:4][CH:3]=1)[CH2:20][C:21]1[CH:26]=[CH:25][CH:24]=[CH:23][C:22]=1[Br:27])=[O:10]. (6) The product is: [CH2:1]([C:3]1[CH:4]=[C:5]([S:12]([CH3:15])(=[O:14])=[O:13])[N:6]=[CH:7][C:8]=1[NH2:9])[CH3:2]. Given the reactants [CH2:1]([C:3]1[C:8]([N+:9]([O-])=O)=[CH:7][N:6]=[C:5]([S:12]([CH3:15])(=[O:14])=[O:13])[CH:4]=1)[CH3:2].[NH4+].[Cl-], predict the reaction product. (7) Given the reactants [CH2:1]1[C:10]2[C:5](=[CH:6][C:7]([NH:11][C:12]3[N:17]=[C:16]([CH2:18][CH2:19][C:20]4[CH:25]=[CH:24][CH:23]=[CH:22][C:21]=4[CH2:26][C:27]([NH2:29])=[O:28])[C:15]([C:30]([F:33])([F:32])[F:31])=[CH:14][N:13]=3)=[CH:8][CH:9]=2)[CH2:4][CH2:3][NH:2]1.C=O.[C:36](O[BH-](OC(=O)C)OC(=O)C)(=O)C.[Na+], predict the reaction product. The product is: [CH3:36][N:2]1[CH2:3][CH2:4][C:5]2[C:10](=[CH:9][CH:8]=[C:7]([NH:11][C:12]3[N:17]=[C:16]([CH2:18][CH2:19][C:20]4[CH:25]=[CH:24][CH:23]=[CH:22][C:21]=4[CH2:26][C:27]([NH2:29])=[O:28])[C:15]([C:30]([F:32])([F:33])[F:31])=[CH:14][N:13]=3)[CH:6]=2)[CH2:1]1.